From a dataset of Forward reaction prediction with 1.9M reactions from USPTO patents (1976-2016). Predict the product of the given reaction. (1) Given the reactants [BH4-].[Li+].Cl[Si](C)(C)C.[Br:8][C:9]1[CH:14]=[CH:13][C:12]([CH:15]=[CH:16][N+:17]([O-])=O)=[C:11]([Cl:20])[CH:10]=1, predict the reaction product. The product is: [Br:8][C:9]1[CH:14]=[CH:13][C:12]([CH2:15][CH2:16][NH2:17])=[C:11]([Cl:20])[CH:10]=1. (2) Given the reactants [CH3:1][C:2]1[N:7]=[C:6]([C:8]([F:11])([F:10])[F:9])[N:5]=[C:4]([C:12]([O:14][CH2:15][CH3:16])=[O:13])[CH:3]=1.[Br:17]Br, predict the reaction product. The product is: [Br:17][CH2:1][C:2]1[N:7]=[C:6]([C:8]([F:11])([F:10])[F:9])[N:5]=[C:4]([C:12]([O:14][CH2:15][CH3:16])=[O:13])[CH:3]=1. (3) Given the reactants Br[C:2]1[CH:30]=[CH:29][C:5]2[C:6]3[C:20]4[S:21][C:22]5[CH:27]=[C:26](Br)[CH:25]=[CH:24][C:23]=5[C:19]=4[C:10]4[S:11][C:12]5[CH:17]=[C:16](Br)[CH:15]=[CH:14][C:13]=5[C:9]=4[C:7]=3[S:8][C:4]=2[CH:3]=1.[CH2:31]([C:39]1[CH:40]=[CH:41][C:42](B(O)O)=[C:43]([C:45]2[CH:50]=[CH:49][CH:48]=[CH:47][CH:46]=2)[CH:44]=1)[CH2:32][CH2:33][CH2:34][CH2:35][CH2:36][CH2:37][CH3:38], predict the reaction product. The product is: [CH2:31]([C:39]1[CH:40]=[CH:41][C:42]([C:2]2[CH:30]=[CH:29][C:5]3[C:6]4[C:20]5[S:21][C:22]6[CH:27]=[C:26]([C:42]7[CH:41]=[CH:40][C:39]([CH2:31][CH2:32][CH2:33][CH2:34][CH2:35][CH2:36][CH2:37][CH3:38])=[CH:44][C:43]=7[C:45]7[CH:46]=[CH:47][CH:48]=[CH:49][CH:50]=7)[CH:25]=[CH:24][C:23]=6[C:19]=5[C:10]5[S:11][C:12]6[CH:17]=[C:16]([C:42]7[CH:41]=[CH:40][C:39]([CH2:31][CH2:32][CH2:33][CH2:34][CH2:35][CH2:36][CH2:37][CH3:38])=[CH:44][C:43]=7[C:45]7[CH:50]=[CH:49][CH:48]=[CH:47][CH:46]=7)[CH:15]=[CH:14][C:13]=6[C:9]=5[C:7]=4[S:8][C:4]=3[CH:3]=2)=[C:43]([C:45]2[CH:50]=[CH:49][CH:48]=[CH:47][CH:46]=2)[CH:44]=1)[CH2:32][CH2:33][CH2:34][CH2:35][CH2:36][CH2:37][CH3:38]. (4) Given the reactants Cl[C:2]1[N:6]([CH2:7][C:8]2[CH:13]=[CH:12][C:11]([C:14]3[CH:19]=[CH:18][CH:17]=[CH:16][C:15]=3[C:20]#[N:21])=[CH:10][CH:9]=2)[C:5]2[C:22]([C:26]([O:28][CH2:29][CH3:30])=[O:27])=[CH:23][CH:24]=[CH:25][C:4]=2[N:3]=1.[CH3:31][CH2:32][O-:33].[Na+], predict the reaction product. The product is: [C:20]([C:15]1[CH:16]=[CH:17][CH:18]=[CH:19][C:14]=1[C:11]1[CH:12]=[CH:13][C:8]([CH2:7][N:6]2[C:5]3[C:22]([C:26]([O:28][CH2:29][CH3:30])=[O:27])=[CH:23][CH:24]=[CH:25][C:4]=3[N:3]=[C:2]2[O:33][CH2:32][CH3:31])=[CH:9][CH:10]=1)#[N:21]. (5) Given the reactants [CH2:1]([O:3][C:4]([C:6]1([NH:11][C:12]([CH:14]2[CH2:18][CH:17]([O:19][C:20]3[CH:25]=[C:24]([C:26]4[CH:31]=[CH:30][C:29]([O:32][CH3:33])=[CH:28][CH:27]=4)[N:23]=[C:22]([O:34][CH3:35])[N:21]=3)[CH2:16][CH:15]2C(O)=O)=[O:13])[CH2:8][CH:7]1[CH:9]=[CH2:10])=[O:5])[CH3:2].CN[CH:41]=[CH:42][CH2:43][CH2:44][CH2:45]C.CCN(C(C)C)C(C)C.[CH3:56][N:57]([CH:59]=[O:60])[CH3:58], predict the reaction product. The product is: [CH2:1]([O:3][C:4]([C:6]1([NH:11][C:12]([CH:14]2[CH2:18][CH:17]([O:19][C:20]3[CH:25]=[C:24]([C:26]4[CH:31]=[CH:30][C:29]([O:32][CH3:33])=[CH:28][CH:27]=4)[N:23]=[C:22]([O:34][CH3:35])[N:21]=3)[CH2:16][CH:15]2[C:59](=[O:60])[N:57]([CH2:58][CH2:45][CH2:44][CH2:43][CH:42]=[CH2:41])[CH3:56])=[O:13])[CH2:8][CH:7]1[CH:9]=[CH2:10])=[O:5])[CH3:2]. (6) Given the reactants [C:1]1([CH3:29])[CH:6]=[CH:5][C:4]([S:7]([C:10]2[N:14]([CH2:15][O:16][CH2:17][CH2:18][Si:19]([CH3:22])([CH3:21])[CH3:20])[CH:13]=[N:12][C:11]=2[C:23]2[CH:28]=[CH:27][CH:26]=[CH:25][N:24]=2)(=[O:9])=[O:8])=[CH:3][CH:2]=1.[Li]CCCC.CCCCCC.[Cl:41][C:42]1[CH:59]=[CH:58][C:45]([CH2:46][N:47]2[C:55]3[C:50](=[CH:51][CH:52]=[CH:53][CH:54]=3)[C:49]([CH:56]=[O:57])=[CH:48]2)=[CH:44][CH:43]=1, predict the reaction product. The product is: [Cl:41][C:42]1[CH:43]=[CH:44][C:45]([CH2:46][N:47]2[C:55]3[C:50](=[CH:51][CH:52]=[CH:53][CH:54]=3)[C:49]([CH:56]([C:13]3[N:14]([CH2:15][O:16][CH2:17][CH2:18][Si:19]([CH3:22])([CH3:21])[CH3:20])[C:10]([S:7]([C:4]4[CH:5]=[CH:6][C:1]([CH3:29])=[CH:2][CH:3]=4)(=[O:9])=[O:8])=[C:11]([C:23]4[CH:28]=[CH:27][CH:26]=[CH:25][N:24]=4)[N:12]=3)[OH:57])=[CH:48]2)=[CH:58][CH:59]=1. (7) Given the reactants [CH2:1]([O:3][C:4](=[O:41])[C:5]([CH2:26][CH2:27][CH2:28][CH2:29][C:30]([CH3:40])([CH3:39])[CH2:31][O:32]C1CCCCO1)([CH2:11][CH2:12][CH2:13][CH2:14][C:15]([CH3:25])([CH3:24])[CH2:16][O:17]C1CCCCO1)[C:6]([O:8][CH2:9][CH3:10])=[O:7])[CH3:2].C(O)C, predict the reaction product. The product is: [CH2:9]([O:8][C:6](=[O:7])[C:5]([CH2:26][CH2:27][CH2:28][CH2:29][C:30]([CH3:39])([CH3:40])[CH2:31][OH:32])([CH2:11][CH2:12][CH2:13][CH2:14][C:15]([CH3:24])([CH3:25])[CH2:16][OH:17])[C:4]([O:3][CH2:1][CH3:2])=[O:41])[CH3:10]. (8) Given the reactants [CH:1]12[CH2:7][CH:4]([NH:5][CH2:6]1)[CH2:3][N:2]2[C:8]1[N:13]=[CH:12][C:11]([NH:14][C:15]([C:17]2[N:18]=[C:19]([C:26]3[CH:31]=[CH:30][CH:29]=[CH:28][CH:27]=3)[O:20][C:21]=2[C:22]([F:25])([F:24])[F:23])=[O:16])=[CH:10][CH:9]=1.[Cl:32][C:33]1[CH:38]=[CH:37][CH:36]=[CH:35][C:34]=1[N:39]=[C:40]=[O:41], predict the reaction product. The product is: [Cl:32][C:33]1[CH:38]=[CH:37][CH:36]=[CH:35][C:34]=1[NH:39][C:40]([N:5]1[CH2:6][CH:1]2[CH2:7][CH:4]1[CH2:3][N:2]2[C:8]1[N:13]=[CH:12][C:11]([NH:14][C:15]([C:17]2[N:18]=[C:19]([C:26]3[CH:31]=[CH:30][CH:29]=[CH:28][CH:27]=3)[O:20][C:21]=2[C:22]([F:25])([F:24])[F:23])=[O:16])=[CH:10][CH:9]=1)=[O:41]. (9) The product is: [C:1]([O:5][C:6](=[O:40])[NH:7][C:8]1([C:12]2[CH:17]=[CH:16][C:15]([C:18]3[C:27]([C:28]4[CH:29]=[CH:30][CH:31]=[CH:32][CH:33]=4)=[CH:26][C:25]4[C:24]5=[N:48][NH:49][C:35]([N:41]6[CH2:46][CH2:45][O:44][CH2:43][CH2:42]6)=[C:23]5[CH2:22][CH2:21][C:20]=4[N:19]=3)=[CH:14][CH:13]=2)[CH2:9][CH2:10][CH2:11]1)([CH3:3])([CH3:4])[CH3:2]. Given the reactants [C:1]([O:5][C:6](=[O:40])[NH:7][C:8]1([C:12]2[CH:17]=[CH:16][C:15]([C:18]3[C:27]([C:28]4[CH:33]=[CH:32][CH:31]=[CH:30][CH:29]=4)=[CH:26][C:25]4[C:24](=O)[C:23](=[C:35](SC)SC)[CH2:22][CH2:21][C:20]=4[N:19]=3)=[CH:14][CH:13]=2)[CH2:11][CH2:10][CH2:9]1)([CH3:4])([CH3:3])[CH3:2].[NH:41]1[CH2:46][CH2:45][O:44][CH2:43][CH2:42]1.O.[NH2:48][NH2:49], predict the reaction product.